Task: Binary Classification. Given a miRNA mature sequence and a target amino acid sequence, predict their likelihood of interaction.. Dataset: Experimentally validated miRNA-target interactions with 360,000+ pairs, plus equal number of negative samples The miRNA is hsa-miR-21-5p with sequence UAGCUUAUCAGACUGAUGUUGA. The protein sequence of the target gene is MASNERDAISWYQKKIGAYDQQIWEKSIEQTQIKGLKNKPKKMGHIKPDLIDVDLIRGSTFAKAKPEIPWTSLTRKGLVRVVFFPLFSNWWIQVTSLRIFVWLLLLYFMQVIAIVLYLMMPIVNISEVLGPLCLMLLMGTVHCQIVSTQITRPSGNNGNRRRRKLRKTVNGDGSRENGNNSSDKVRGIETLESVPIIGGFWETIFGNRIKRVKLISNKGTETDNDPSCVHPIIKRRQCRPEIRMWQTREKAKFSDGEKCRREAFRRLGNGVSDDLSSEEDGEARTQMILLRRSVEGASSD.... Result: 1 (interaction).